Dataset: Forward reaction prediction with 1.9M reactions from USPTO patents (1976-2016). Task: Predict the product of the given reaction. (1) Given the reactants [C:1]([C:5]1[C:6]([OH:15])=[C:7]([C:11]([Cl:14])=[CH:12][CH:13]=1)[C:8]([OH:10])=O)([CH3:4])([CH3:3])[CH3:2].C(C1C(O)=C(C(Cl)=CC=1)C(NC1C=CC(S(C(F)(F)F)(=O)=O)=CC=1Cl)=O)(C)(C)C.[CH3:45][C:46]1[CH:52]=[C:51]([S:53]([C:56]([F:59])([F:58])[F:57])(=[O:55])=[O:54])[CH:50]=[CH:49][C:47]=1[NH2:48], predict the reaction product. The product is: [C:1]([C:5]1[C:6]([OH:15])=[C:7]([C:11]([Cl:14])=[CH:12][CH:13]=1)[C:8]([NH:48][C:47]1[CH:49]=[CH:50][C:51]([S:53]([C:56]([F:59])([F:57])[F:58])(=[O:55])=[O:54])=[CH:52][C:46]=1[CH3:45])=[O:10])([CH3:2])([CH3:3])[CH3:4]. (2) Given the reactants [Cl:1][C:2]1[CH:7]=[CH:6][C:5]([S:8]([NH:11][C@H:12]([CH2:16][CH:17]([CH3:19])[CH3:18])[C:13]([NH2:15])=[O:14])(=[O:10])=[O:9])=[CH:4][CH:3]=1.C([O-])([O-])=O.[Cs+].[Cs+].[CH2:26]([O:29][C:30]1[CH:35]=[CH:34][C:33]([CH2:36]Br)=[CH:32][C:31]=1[F:38])[CH:27]=[CH2:28], predict the reaction product. The product is: [CH2:26]([O:29][C:30]1[CH:35]=[CH:34][C:33]([CH2:36][N:11]([C@H:12]([CH2:16][CH:17]([CH3:19])[CH3:18])[C:13]([NH2:15])=[O:14])[S:8]([C:5]2[CH:4]=[CH:3][C:2]([Cl:1])=[CH:7][CH:6]=2)(=[O:9])=[O:10])=[CH:32][C:31]=1[F:38])[CH:27]=[CH2:28]. (3) The product is: [CH2:1]([O:3][C:4]([C:6]1[C:10]([C:11]([O:13][CH2:14][CH3:15])=[O:12])=[C:9]([N:16]=[CH:23][C:19]2[S:18][CH:22]=[CH:21][CH:20]=2)[S:8][C:7]=1[NH2:17])=[O:5])[CH3:2]. Given the reactants [CH2:1]([O:3][C:4]([C:6]1[C:10]([C:11]([O:13][CH2:14][CH3:15])=[O:12])=[C:9]([NH2:16])[S:8][C:7]=1[NH2:17])=[O:5])[CH3:2].[S:18]1[CH:22]=[CH:21][CH:20]=[C:19]1[CH:23]=O, predict the reaction product. (4) Given the reactants [OH:1][NH:2][C:3](=[NH:14])[C:4]1[CH:9]=[CH:8][C:7]([S:10](=[O:13])(=[O:12])[NH2:11])=[CH:6][CH:5]=1.[F:15][CH:16]([F:36])[C:17]1[N:22]=[C:21]([C:23](O)=O)[N:20]=[C:19]([C:26]2[CH:31]=[CH:30][C:29]([C:32]([F:35])([F:34])[F:33])=[CH:28][CH:27]=2)[CH:18]=1, predict the reaction product. The product is: [F:36][CH:16]([F:15])[C:17]1[CH:18]=[C:19]([C:26]2[CH:27]=[CH:28][C:29]([C:32]([F:35])([F:34])[F:33])=[CH:30][CH:31]=2)[N:20]=[C:21]([C:23]2[O:1][N:2]=[C:3]([C:4]3[CH:9]=[CH:8][C:7]([S:10]([NH2:11])(=[O:12])=[O:13])=[CH:6][CH:5]=3)[N:14]=2)[N:22]=1. (5) Given the reactants [CH3:1][O:2][C:3](=[O:15])[C:4](=O)[CH2:5][C:6]([C:8]1[CH:13]=[N:12][CH:11]=[CH:10][N:9]=1)=O.[Cl:16][C:17]1[N:18]=[N:19][C:20]([NH:23][NH2:24])=[CH:21][CH:22]=1.Cl.C(=O)([O-])O.[Na+], predict the reaction product. The product is: [CH3:1][O:2][C:3]([C:4]1[CH:5]=[C:6]([C:8]2[CH:13]=[N:12][CH:11]=[CH:10][N:9]=2)[N:23]([C:20]2[N:19]=[N:18][C:17]([Cl:16])=[CH:22][CH:21]=2)[N:24]=1)=[O:15].